From a dataset of Forward reaction prediction with 1.9M reactions from USPTO patents (1976-2016). Predict the product of the given reaction. (1) Given the reactants C[O:2][C:3]([C:5]1[S:9][N:8]=[N:7][C:6]=1[CH3:10])=[O:4].Cl, predict the reaction product. The product is: [CH3:10][C:6]1[N:7]=[N:8][S:9][C:5]=1[C:3]([OH:4])=[O:2]. (2) The product is: [NH2:11][C:10]1[C:5]([C:3]([O:2][CH3:1])=[O:4])=[N:6][C:7]([C:22]2[O:23][CH:24]=[CH:25][N:26]=2)=[C:8]([C:12]([F:15])([F:14])[F:13])[CH:9]=1. Given the reactants [CH3:1][O:2][C:3]([C:5]1[C:10]([NH2:11])=[CH:9][C:8]([C:12]([F:15])([F:14])[F:13])=[C:7](Br)[N:6]=1)=[O:4].C([Sn](CCCC)(CCCC)[C:22]1[O:23][CH:24]=[CH:25][N:26]=1)CCC, predict the reaction product. (3) Given the reactants [CH3:1][N:2]([CH3:14])[C:3]1[CH:4]=[C:5]2[C:10](=[CH:11][CH:12]=1)[C:9](=[O:13])[NH:8][CH:7]=[CH:6]2.[Br:15][C:16]1[CH:26]=[CH:25][CH:24]=[C:23](Br)[C:17]=1[CH2:18][O:19][C:20](=[O:22])[CH3:21].C(=O)([O-])[O-].[K+].[K+], predict the reaction product. The product is: [Br:15][C:16]1[CH:26]=[CH:25][CH:24]=[C:23]([N:8]2[CH:7]=[CH:6][C:5]3[C:10](=[CH:11][CH:12]=[C:3]([N:2]([CH3:14])[CH3:1])[CH:4]=3)[C:9]2=[O:13])[C:17]=1[CH2:18][O:19][C:20](=[O:22])[CH3:21]. (4) Given the reactants Br[C:2]1[C:11]2[C:6](=[CH:7][CH:8]=[C:9]([C:12]#[N:13])[CH:10]=2)[N:5]=[CH:4][CH:3]=1.[CH:14]([Sn](CCCC)(CCCC)CCCC)=[CH2:15], predict the reaction product. The product is: [CH:14]([C:2]1[C:11]2[C:6](=[CH:7][CH:8]=[C:9]([C:12]#[N:13])[CH:10]=2)[N:5]=[CH:4][CH:3]=1)=[CH2:15]. (5) Given the reactants C[O:2][C:3](=[O:57])[CH2:4][CH2:5][CH2:6][CH2:7][C:8]([N:10]1[CH2:15][CH2:14][N:13]([C:16](=[O:56])[C@@H:17]([NH:42][S:43]([C:46]2[CH:55]=[CH:54][C:53]3[C:48](=[CH:49][CH:50]=[CH:51][CH:52]=3)[CH:47]=2)(=[O:45])=[O:44])[CH2:18][CH2:19][CH2:20][NH:21]/[C:22](/[NH2:41])=[N:23]/[S:24]([C:27]2[C:28]([CH3:40])=[C:29]([CH3:39])[C:30]3[O:34][C:33]([CH3:36])([CH3:35])[CH2:32][C:31]=3[C:37]=2[CH3:38])(=[O:26])=[O:25])[CH2:12][CH2:11]1)=[O:9].[Li+].[OH-], predict the reaction product. The product is: [NH2:41]/[C:22](/[NH:21][CH2:20][CH2:19][CH2:18][C@H:17]([NH:42][S:43]([C:46]1[CH:55]=[CH:54][C:53]2[C:48](=[CH:49][CH:50]=[CH:51][CH:52]=2)[CH:47]=1)(=[O:45])=[O:44])[C:16]([N:13]1[CH2:12][CH2:11][N:10]([C:8](=[O:9])[CH2:7][CH2:6][CH2:5][CH2:4][C:3]([OH:57])=[O:2])[CH2:15][CH2:14]1)=[O:56])=[N:23]\[S:24]([C:27]1[C:28]([CH3:40])=[C:29]([CH3:39])[C:30]2[O:34][C:33]([CH3:36])([CH3:35])[CH2:32][C:31]=2[C:37]=1[CH3:38])(=[O:25])=[O:26].